From a dataset of hERG potassium channel inhibition data for cardiac toxicity prediction from Karim et al.. Regression/Classification. Given a drug SMILES string, predict its toxicity properties. Task type varies by dataset: regression for continuous values (e.g., LD50, hERG inhibition percentage) or binary classification for toxic/non-toxic outcomes (e.g., AMES mutagenicity, cardiotoxicity, hepatotoxicity). Dataset: herg_karim. (1) The compound is Cc1c([C@@H](O)CN2CCC3(CC2)CCN(c2sncc2Cl)C3=O)ccc2c1COC2=O. The result is 1 (blocker). (2) The compound is COc1cccc2c1OC(c1ccc(OCCCN3CCC[C@H]3C)cc1)C(C)S2(=O)=O. The result is 1 (blocker). (3) The compound is CCCCC1=NC2(CCCC2)C(=O)N1Cc1ccc(-c2ccccc2-c2nnn[nH]2)cc1. The result is 0 (non-blocker). (4) The molecule is N#Cc1ccc(Cn2cncc2CN(CCN2CCOCC2)[C@H]2CCN(Cc3ccccc3)C2=O)cc1. The result is 1 (blocker). (5) The compound is Cn1c(N(Cc2ccc(C(=O)Nc3nnn[nH]3)cc2)C2CCC(C(C)(C)C)CC2)nc2cc(C(F)(F)F)ccc21. The result is 0 (non-blocker). (6) The drug is CC[NH+](CC)CC#CCOC(=O)[C@@](O)(c1ccccc1)C1CCCCC1. The result is 0 (non-blocker). (7) The compound is NC(=O)N1CCC(CC(=O)N2CCC([C@H]3c4ncc(Br)cc4CCc4cc(Cl)cc(Br)c43)CC2)CC1. The result is 0 (non-blocker).